This data is from Experimentally validated miRNA-target interactions with 360,000+ pairs, plus equal number of negative samples. The task is: Binary Classification. Given a miRNA mature sequence and a target amino acid sequence, predict their likelihood of interaction. (1) The miRNA is mmu-miR-5101 with sequence UUUGUUUGUUUUGCUGAUGCAG. The protein sequence of the target gene is MDEEPERTKRWEGGYERTWEILKEDETGSLKATIEDILFKAKRKRVFEHHGQVRLGMMRHLYVVVDGSRTMEDQDLKPNRLTCTLKLLEYFVEEYFDQNPISQIGIIVTKSKRAEKLTELSGNPRKHITSLKKAVDMTCHGEPSLYNSLSMAMQTLKHMPGHTSREVLIIFSSLTTCDPSNIYDLIKTLKTAKIRVSVIGLSAEVRVCTVLARETGGTYHVILDETHYKELLAHHVSPPPASSSSECSLIRMGFPQHTIASLSDQDAKPSFSMAHLDNNSTEPGLTLGGYFCPQCRAKYC.... Result: 1 (interaction). (2) The miRNA is hsa-miR-4645-5p with sequence ACCAGGCAAGAAAUAUUGU. The protein sequence of the target gene is MTRHGKNCTAGAVYTYHEKKKDTAASGYGTQNIRLSRDAVKDFDCCCLSLQPCHDPVVTPDGYLYEREAILEYILHQKKEIARQMKAYEKQRGTRREEQKELQRAASQDHVRGFLEKESAIVSRPLNPFTAKALSGTSPDDVQPGPSVGPPSKDKDKVLPSFWIPSLTPEAKATKLEKPSRTVTCPMSGKPLRMSDLTPVHFTPLDSSVDRVGLITRSERYVCAVTRDSLSNATPCAVLRPSGAVVTLECVEKLIRKDMVDPVTGDKLTDRDIIVLQRGGTGFAGSGVKLQAEKSRPVMQ.... Result: 0 (no interaction). (3) The miRNA is hsa-miR-548ar-3p with sequence UAAAACUGCAGUUAUUUUUGC. The protein sequence of the target gene is MEKPYNKNEGNLENEGKPEDEVEPDDEGKSDEEEKPDVEGKTECEGKREDEGEPGDEGQLEDEGSQEKQGRSEGEGKPQGEGKPASQAKPESQPRAAEKRPAEDYVPRKAKRKTDRGTDDSPKDSQEDLQERHLSSEEMMRECGDVSRAQEELRKKQKMGGFHWMQRDVQDPFAPRGQRGVRGVRGGGRGQRGLHDIPYL. Result: 0 (no interaction). (4) The miRNA is mmu-miR-467e-5p with sequence AUAAGUGUGAGCAUGUAUAUGU. The protein sequence of the target gene is MEKPPSPPPPPRAQTSPGLGKVGVLPNRRLGAVRGGLMSSPPGRRARLASPGTSRPSSEAREELRRRLRDLIEGNRVMIFSKSYCPHSTRVKELFSSLGVVYNILELDQVDDGASVQEVLTEISNQKTVPNIFVNKVHVGGCDRTFQAHQNGLLQKLLQDDSAHDYDLIIIGGGSGGLSCAKEAANLGKKVMVLDFVVPSPQGTTWGLGGTCVNVGCIPKKLMHQAALLGHALQDAKKYGWEYNQQVKHNWEAMTEAIQSHIGSLNWGYRVTLREKGVTYVNSFGEFVDLHKIKATNKKG.... Result: 0 (no interaction). (5) The miRNA is hsa-miR-6887-3p with sequence UCCCCUCCACUUUCCUCCUAG. The protein sequence of the target gene is MPFLGQDWRSPGWSWIKTEDGWKRCDPCSHELRSEDSQYTINHSIILNSGEEEIFNNECEYAAKKRKKEHFGNDTAAHSFYREKWIYVHKESTKERHGYCTLGEAFNRLDFSSAIQDIRRFTYVVKLLQLIAKSQLTSLSGVAQKNYFNILDKIVQKVLDDHQNPRLIKGLLQDLSSTLGILVRGVGKSVLVGNINIWICRLETVLSWQQQLQNLQVTKQVNTGLTLSDLPLHMLNNILYRFSDGWDIVTLGQVTPTLYMLSEDRRLWKRLCQYHFAEQQFCRHLILSEKGHIEWKLMYF.... Result: 0 (no interaction). (6) The miRNA is hsa-miR-1911-3p with sequence CACCAGGCAUUGUGGUCUCC. The protein sequence of the target gene is MGRRRQRVDPAAGARAGALPEAIAALSRSLPSGPSPEIFRRAKFDRPEATSALWQLLFRVLSPLPAGNALASLALEVQARLVKSALCSQGYPRLALAQLPEDGSQGSRELLLALSWLLARGPVPEQMLAQARVPLGDEMTVCQCEALASPGPPAPHMEAEGPVDVRHVQWLMGKLRFRWRQLVSSQQEQCALLSKIHLYTRGCHSDQSLSHLSVTEAEMLRDPEGGQQVSGAGAAQNLDLAYPKCLHSFCTPGMGPRTFWNDLWLVCEQPGLLPGDWAAPLDPGGASACSLLSPFRALLR.... Result: 1 (interaction).